Dataset: Forward reaction prediction with 1.9M reactions from USPTO patents (1976-2016). Task: Predict the product of the given reaction. (1) Given the reactants [F:1][C:2]1[CH:29]=[CH:28][C:5]([CH2:6][NH:7][C:8]([C:10]2([CH2:23][CH2:24][CH2:25][CH2:26]Br)[C:22]3[CH:21]=[CH:20][CH:19]=[CH:18][C:17]=3[C:16]3[C:11]2=[CH:12][CH:13]=[CH:14][CH:15]=3)=[O:9])=[CH:4][CH:3]=1.[CH3:30][C@H:31]1[NH:36][C@@H:35]([CH3:37])[CH2:34][N:33]([C:38]2[N:42]([CH3:43])[C:41]3[CH:44]=[CH:45][CH:46]=[CH:47][C:40]=3[N:39]=2)[CH2:32]1, predict the reaction product. The product is: [F:1][C:2]1[CH:29]=[CH:28][C:5]([CH2:6][NH:7][C:8]([C:10]2([CH2:23][CH2:24][CH2:25][CH2:26][N:36]3[C@H:35]([CH3:37])[CH2:34][N:33]([C:38]4[N:42]([CH3:43])[C:41]5[CH:44]=[CH:45][CH:46]=[CH:47][C:40]=5[N:39]=4)[CH2:32][C@@H:31]3[CH3:30])[C:22]3[CH:21]=[CH:20][CH:19]=[CH:18][C:17]=3[C:16]3[C:11]2=[CH:12][CH:13]=[CH:14][CH:15]=3)=[O:9])=[CH:4][CH:3]=1. (2) Given the reactants [C:1]1([CH3:21])[CH:6]=[C:5]([CH3:7])[CH:4]=[C:3]([CH3:8])[C:2]=1[S:9]([O:12][NH:13]C(=O)OC(C)(C)C)(=[O:11])=[O:10].FC(F)(F)C(O)=O, predict the reaction product. The product is: [C:1]1([CH3:21])[CH:6]=[C:5]([CH3:7])[CH:4]=[C:3]([CH3:8])[C:2]=1[S:9]([O:12][NH2:13])(=[O:11])=[O:10].